Dataset: Full USPTO retrosynthesis dataset with 1.9M reactions from patents (1976-2016). Task: Predict the reactants needed to synthesize the given product. (1) Given the product [C:13]1([CH2:12][N:11]2[CH2:10][CH2:9][N:8]([CH2:20][C:21]3[CH:22]=[CH:23][CH:24]=[CH:25][CH:26]=3)[CH2:7][CH:6]2[C:2]2([OH:1])[CH2:5][N:4]([C:31]([O:33][C:34]([CH3:37])([CH3:36])[CH3:35])=[O:32])[CH2:3]2)[CH:14]=[CH:15][CH:16]=[CH:17][CH:18]=1, predict the reactants needed to synthesize it. The reactants are: [OH:1][C:2]1([CH:6]2[N:11]([CH2:12][C:13]3[CH:18]=[CH:17][CH:16]=[CH:15][CH:14]=3)[C:10](=O)[CH2:9][N:8]([CH2:20][C:21]3[CH:26]=[CH:25][CH:24]=[CH:23][CH:22]=3)[C:7]2=O)[CH2:5][NH:4][CH2:3]1.[BH4-].[Na+].Cl.[C:31](O[C:31]([O:33][C:34]([CH3:37])([CH3:36])[CH3:35])=[O:32])([O:33][C:34]([CH3:37])([CH3:36])[CH3:35])=[O:32]. (2) Given the product [C:9]([C:6]1[C:7]2[O:8][C:14]([CH3:15])=[N:1][C:2]=2[C:3]([N+:11]([O-:13])=[O:12])=[CH:4][CH:5]=1)#[N:10], predict the reactants needed to synthesize it. The reactants are: [NH2:1][C:2]1[C:7]([OH:8])=[C:6]([C:9]#[N:10])[CH:5]=[CH:4][C:3]=1[N+:11]([O-:13])=[O:12].[C:14](OCC)(OCC)(OCC)[CH3:15].